This data is from Full USPTO retrosynthesis dataset with 1.9M reactions from patents (1976-2016). The task is: Predict the reactants needed to synthesize the given product. (1) Given the product [NH:1]1[C:9]2[C:4](=[CH:5][CH:6]=[C:7]([NH:10][C:11]3[C:12]4[CH:35]=[CH:34][NH:33][C:13]=4[N:14]=[C:15]([NH:17][C:18]4[CH:23]=[CH:22][C:21]([N:24]5[CH2:25][CH2:26][N:27]([C:30](=[O:32])[CH3:31])[CH2:28][CH2:29]5)=[CH:20][CH:19]=4)[N:16]=3)[CH:8]=2)[CH:3]=[N:2]1, predict the reactants needed to synthesize it. The reactants are: [NH:1]1[C:9]2[C:4](=[CH:5][CH:6]=[C:7]([NH:10][C:11]3[C:12]4[CH:35]=[CH:34][N:33](S(C5C=CC(C)=CC=5)(=O)=O)[C:13]=4[N:14]=[C:15]([NH:17][C:18]4[CH:23]=[CH:22][C:21]([N:24]5[CH2:29][CH2:28][N:27]([C:30](=[O:32])[CH3:31])[CH2:26][CH2:25]5)=[CH:20][CH:19]=4)[N:16]=3)[CH:8]=2)[CH:3]=[N:2]1.[OH-].[K+]. (2) Given the product [Cl:25][C:24]1[CH:23]=[C:22]([C:26]([F:35])([C:27]([F:30])([F:28])[F:29])[C:31]([F:32])([F:33])[F:34])[CH:21]=[C:20]([Cl:36])[C:19]=1[NH:18][C:17]([C:10]1[C:11]2[C:16](=[CH:15][CH:14]=[CH:13][CH:12]=2)[C:7]([C:5]([OH:6])=[O:4])=[CH:8][CH:9]=1)=[O:37], predict the reactants needed to synthesize it. The reactants are: [OH-].[Li+].C[O:4][C:5]([C:7]1[C:16]2[C:11](=[CH:12][CH:13]=[CH:14][CH:15]=2)[C:10]([C:17](=[O:37])[NH:18][C:19]2[C:24]([Cl:25])=[CH:23][C:22]([C:26]([F:35])([C:31]([F:34])([F:33])[F:32])[C:27]([F:30])([F:29])[F:28])=[CH:21][C:20]=2[Cl:36])=[CH:9][CH:8]=1)=[O:6]. (3) Given the product [Cl:31][C:30]1[CH:29]=[CH:28][C:12]([CH2:13][N:14]([C:20]2[CH:25]=[CH:24][C:23]([C:26]#[N:27])=[CH:22][CH:21]=2)[N:15]2[CH:16]=[N:17][N:18]=[CH:19]2)=[CH:11][C:10]=1[OH:9], predict the reactants needed to synthesize it. The reactants are: C([O:9][C:10]1[CH:11]=[C:12]([CH:28]=[CH:29][C:30]=1[Cl:31])[CH2:13][N:14]([C:20]1[CH:25]=[CH:24][C:23]([C:26]#[N:27])=[CH:22][CH:21]=1)[N:15]1[CH:19]=[N:18][N:17]=[CH:16]1)(=O)C1C=CC=CC=1.C[O-].[Na+].